Dataset: Reaction yield outcomes from USPTO patents with 853,638 reactions. Task: Predict the reaction yield, written as a fraction of the theoretical maximum amount of product (1.0 means a 100% yield; for example, 0.34 means a 34% yield). The reactants are [CH3:1][C:2]1[CH:3]=[C:4]([NH:16][C:17]2[C:26]3[C:21](=[CH:22][CH:23]=[CH:24][C:25]=3[O:27][C@H:28]([CH3:32])[C:29]([OH:31])=O)[N:20]=[CH:19][N:18]=2)[CH:5]=[CH:6][C:7]=1[O:8][C:9]1[CH:10]=[N:11][C:12]([CH3:15])=[CH:13][CH:14]=1.[NH:33]1[CH2:36][CH2:35][CH2:34]1. No catalyst specified. The product is [N:33]1([C:29](=[O:31])[C@@H:28]([CH3:32])[O:27][C:25]2[CH:24]=[CH:23][CH:22]=[C:21]3[C:26]=2[C:17]([NH:16][C:4]2[CH:5]=[CH:6][C:7]([O:8][C:9]4[CH:10]=[N:11][C:12]([CH3:15])=[CH:13][CH:14]=4)=[C:2]([CH3:1])[CH:3]=2)=[N:18][CH:19]=[N:20]3)[CH2:36][CH2:35][CH2:34]1. The yield is 0.730.